This data is from Catalyst prediction with 721,799 reactions and 888 catalyst types from USPTO. The task is: Predict which catalyst facilitates the given reaction. (1) Reactant: [N:1]1([C:6]2[CH:14]=[CH:13][CH:12]=[CH:11][C:7]=2[C:8]([OH:10])=O)[CH:5]=[CH:4][CH:3]=[N:2]1.Cl.[F:16][C:17]1[CH:32]=[CH:31][C:20]2[N:21]=[C:22]([NH:24][C@H:25]3[CH2:29][CH2:28][CH2:27][C@@H:26]3[NH2:30])[S:23][C:19]=2[CH:18]=1.C(N(CC)CC)C.C(P1(=O)OP(=O)(CCC)OP(=O)(CCC)O1)CC. Product: [F:16][C:17]1[CH:32]=[CH:31][C:20]2[N:21]=[C:22]([NH:24][C@H:25]3[CH2:29][CH2:28][CH2:27][C@@H:26]3[NH:30][C:8](=[O:10])[C:7]3[CH:11]=[CH:12][CH:13]=[CH:14][C:6]=3[N:1]3[CH:5]=[CH:4][CH:3]=[N:2]3)[S:23][C:19]=2[CH:18]=1. The catalyst class is: 4. (2) Reactant: [CH2:1]([N:3]([CH:46]1[CH2:51][CH2:50][O:49][CH2:48][CH2:47]1)[C:4]1[CH:5]=[C:6]([C:27]2[CH:28]=[CH:29][C:30]([N:33]3[CH2:38][CH2:37][N:36]([C:39]([O:41]C(C)(C)C)=[O:40])[CH2:35][CH2:34]3)=[N:31][CH:32]=2)[CH:7]=[C:8]([C:11](=[O:26])[NH:12][CH2:13][C:14]2[C:15](=[O:25])[NH:16][C:17]([CH3:24])=[C:18]([F:23])[C:19]=2[CH:20]([CH3:22])[CH3:21])[C:9]=1[CH3:10])[CH3:2].Cl.O1CCOCC1. Product: [CH:39]([OH:41])=[O:40].[CH2:1]([N:3]([CH:46]1[CH2:51][CH2:50][O:49][CH2:48][CH2:47]1)[C:4]1[C:9]([CH3:10])=[C:8]([CH:7]=[C:6]([C:27]2[CH:32]=[N:31][C:30]([N:33]3[CH2:38][CH2:37][NH:36][CH2:35][CH2:34]3)=[CH:29][CH:28]=2)[CH:5]=1)[C:11]([NH:12][CH2:13][C:14]1[C:15](=[O:25])[NH:16][C:17]([CH3:24])=[C:18]([F:23])[C:19]=1[CH:20]([CH3:22])[CH3:21])=[O:26])[CH3:2]. The catalyst class is: 8. (3) Reactant: O[CH2:2][C@H:3]([CH3:16])[CH2:4][N:5]1[C:10]2[CH:11]=[CH:12][CH:13]=[CH:14][C:9]=2[O:8][CH2:7][C:6]1=[O:15].C1(P(C2C=CC=CC=2)C2C=CC=CC=2)C=CC=CC=1.N1C=CN=C1.[I:41]I. Product: [I:41][CH2:2][C@H:3]([CH3:16])[CH2:4][N:5]1[C:10]2[CH:11]=[CH:12][CH:13]=[CH:14][C:9]=2[O:8][CH2:7][C:6]1=[O:15]. The catalyst class is: 22. (4) Reactant: [CH3:1][O:2][C:3]1[CH:8]=[CH:7][C:6]([N:9]([CH3:24])[C:10]2[C:19]3[C:14](=[CH:15][CH:16]=[CH:17][CH:18]=3)[N:13]=[C:12]([NH:20][CH2:21][CH2:22][OH:23])[N:11]=2)=[CH:5][CH:4]=1.[NH:25]([C:40]([O:42][CH2:43][C:44]1[CH:49]=[CH:48][CH:47]=[CH:46][CH:45]=1)=[O:41])[C@H:26]([C:37](O)=[O:38])[CH2:27][C:28]1[C:36]2[C:31](=[CH:32][CH:33]=[CH:34][CH:35]=2)[NH:30][CH:29]=1.C1N(P(Cl)(N2C(=O)OCC2)=O)C(=O)OC1.CCN(CC)CC. Product: [CH3:1][O:2][C:3]1[CH:4]=[CH:5][C:6]([N:9]([CH3:24])[C:10]2[C:19]3[C:14](=[CH:15][CH:16]=[CH:17][CH:18]=3)[N:13]=[C:12]([NH:20][CH2:21][CH2:22][O:23][C:37](=[O:38])[C@@H:26]([NH:25][C:40]([O:42][CH2:43][C:44]3[CH:45]=[CH:46][CH:47]=[CH:48][CH:49]=3)=[O:41])[CH2:27][C:28]3[C:36]4[C:31](=[CH:32][CH:33]=[CH:34][CH:35]=4)[NH:30][CH:29]=3)[N:11]=2)=[CH:7][CH:8]=1. The catalyst class is: 1. (5) Reactant: [S:1]1[CH:5]=[CH:4][CH:3]=[C:2]1[CH2:6][CH:7]1[C:12](=[O:13])[NH:11][C:10](=[O:14])[NH:9][C:8]1=[O:15].[C:16]([O:20][C:21]([NH:23][OH:24])=[O:22])([CH3:19])([CH3:18])[CH3:17].I([O-])(=O)(=O)=O.[Na+]. Product: [C:16]([O:20][C:21]([N:23]([OH:24])[C:7]1([CH2:6][C:2]2[S:1][CH:5]=[CH:4][CH:3]=2)[C:12](=[O:13])[NH:11][C:10](=[O:14])[NH:9][C:8]1=[O:15])=[O:22])([CH3:19])([CH3:18])[CH3:17]. The catalyst class is: 8. (6) Reactant: [N+:1]([O-:4])(O)=[O:2].FC(F)(F)S(O)(=O)=O.[CH2:13]([C:20]1[CH:28]=[CH:27][C:23]([C:24]([OH:26])=[O:25])=[CH:22][CH:21]=1)[C:14]1[CH:19]=[CH:18][CH:17]=[CH:16][CH:15]=1. Product: [N+:1]([C:17]1[CH:18]=[CH:19][C:14]([CH2:13][C:20]2[CH:21]=[CH:22][C:23]([C:24]([OH:26])=[O:25])=[CH:27][CH:28]=2)=[CH:15][CH:16]=1)([O-:4])=[O:2]. The catalyst class is: 4.